From a dataset of Forward reaction prediction with 1.9M reactions from USPTO patents (1976-2016). Predict the product of the given reaction. Given the reactants [CH2:1]([N:8]([CH2:12][C:13]1[CH:18]=[CH:17][CH:16]=[CH:15][CH:14]=1)[CH2:9][CH2:10][OH:11])[C:2]1[CH:7]=[CH:6][CH:5]=[CH:4][CH:3]=1.[H-].[Na+].[Br:21][C:22]1[CH:27]=[CH:26][C:25]([N+:28]([O-])=O)=[C:24](F)[CH:23]=1, predict the reaction product. The product is: [Br:21][C:22]1[CH:27]=[CH:26][C:25]([NH2:28])=[C:24]([O:11][CH2:10][CH2:9][N:8]([CH2:1][C:2]2[CH:3]=[CH:4][CH:5]=[CH:6][CH:7]=2)[CH2:12][C:13]2[CH:18]=[CH:17][CH:16]=[CH:15][CH:14]=2)[CH:23]=1.